The task is: Predict the reaction yield, written as a fraction of the theoretical maximum amount of product (1.0 means a 100% yield; for example, 0.34 means a 34% yield).. This data is from Reaction yield outcomes from USPTO patents with 853,638 reactions. The reactants are [N:1]1([C:5](=[O:21])[CH2:6][C:7]2[CH:12]=[CH:11][C:10](B3OCC(C)(C)CO3)=[CH:9][CH:8]=2)[CH2:4][CH2:3][CH2:2]1.Br[C:23]1[CH:24]=[C:25]2[C:29](=[CH:30][C:31]=1[Cl:32])[NH:28][CH:27]=[C:26]2[CH:33]=[O:34].C([O-])([O-])=O.[K+].[K+].C1(C)C=CC=CC=1. The catalyst is C1C=CC(P(C2C=CC=CC=2)[C-]2C=CC=C2)=CC=1.C1C=CC(P(C2C=CC=CC=2)[C-]2C=CC=C2)=CC=1.Cl[Pd]Cl.[Fe+2].CCO. The product is [N:1]1([C:5](=[O:21])[CH2:6][C:7]2[CH:8]=[CH:9][C:10]([C:23]3[CH:24]=[C:25]4[C:29](=[CH:30][C:31]=3[Cl:32])[NH:28][CH:27]=[C:26]4[CH:33]=[O:34])=[CH:11][CH:12]=2)[CH2:2][CH2:3][CH2:4]1. The yield is 0.420.